Dataset: Forward reaction prediction with 1.9M reactions from USPTO patents (1976-2016). Task: Predict the product of the given reaction. (1) Given the reactants [NH2:1][C:2]1[C:7]([C:8]2[O:12][N:11]=[C:10]([CH2:13][C:14]3[CH:19]=[CH:18][C:17]([OH:20])=[CH:16][CH:15]=3)[CH:9]=2)=[CH:6][CH:5]=[C:4]([NH2:21])[N:3]=1.CO.[OH-].[Na+].Cl[CH2:27][C:28]1[CH:33]=[C:32]([CH3:34])[CH:31]=[CH:30][N:29]=1, predict the reaction product. The product is: [CH3:34][C:32]1[CH:31]=[CH:30][N:29]=[C:28]([CH2:27][O:20][C:17]2[CH:18]=[CH:19][C:14]([CH2:13][C:10]3[CH:9]=[C:8]([C:7]4[C:2]([NH2:1])=[N:3][C:4]([NH2:21])=[CH:5][CH:6]=4)[O:12][N:11]=3)=[CH:15][CH:16]=2)[CH:33]=1. (2) Given the reactants [OH:1][C:2]1[CH:7]=[CH:6][C:5]([CH:8]2[CH2:13][CH2:12][N:11]([C:14]([O:16][C:17]([CH3:20])([CH3:19])[CH3:18])=[O:15])[CH2:10][CH:9]2[O:21][CH2:22][C:23]2[CH:32]=[C:31]3[C:26]([CH2:27][CH2:28][C:29](=[O:38])[N:30]3[CH2:33][CH2:34][CH2:35][O:36][CH3:37])=[CH:25][CH:24]=2)=[CH:4][CH:3]=1.C1(C)C=CC(S(O[CH2:49][CH2:50][CH2:51][O:52][CH2:53][C:54]2[CH:59]=[CH:58][CH:57]=[CH:56][C:55]=2[CH3:60])(=O)=O)=CC=1, predict the reaction product. The product is: [CH3:37][O:36][CH2:35][CH2:34][CH2:33][N:30]1[C:31]2[C:26](=[CH:25][CH:24]=[C:23]([CH2:22][O:21][CH:9]3[CH:8]([C:5]4[CH:6]=[CH:7][C:2]([O:1][CH2:49][CH2:50][CH2:51][O:52][CH2:53][C:54]5[CH:59]=[CH:58][CH:57]=[CH:56][C:55]=5[CH3:60])=[CH:3][CH:4]=4)[CH2:13][CH2:12][N:11]([C:14]([O:16][C:17]([CH3:19])([CH3:20])[CH3:18])=[O:15])[CH2:10]3)[CH:32]=2)[CH2:27][CH2:28][C:29]1=[O:38]. (3) Given the reactants [CH3:1][C:2]1[NH:3][C:4]2[C:9]([C:10]=1[CH:11]1[CH2:16][CH2:15][N:14]([CH3:17])[CH2:13][CH2:12]1)=[CH:8][C:7]([OH:18])=[CH:6][CH:5]=2.[F:19][C:20]1[CH:25]=[CH:24][CH:23]=[C:22]([F:26])[C:21]=1[S:27](Cl)(=[O:29])=[O:28].C(Cl)(=O)C, predict the reaction product. The product is: [CH3:1][C:2]1[NH:3][C:4]2[C:9]([C:10]=1[CH:11]1[CH2:16][CH2:15][N:14]([CH3:17])[CH2:13][CH2:12]1)=[CH:8][C:7]([O:18][S:27]([C:21]1[C:22]([F:26])=[CH:23][CH:24]=[CH:25][C:20]=1[F:19])(=[O:29])=[O:28])=[CH:6][CH:5]=2. (4) Given the reactants [F:1][C:2]1[CH:7]=[CH:6][C:5]([NH:8][C:9]([C:11]2[N:12]=[C:13]3[CH:18]=[CH:17][C:16]([C:19](O)([CH3:21])[CH3:20])=[CH:15][N:14]3[CH:23]=2)=[O:10])=[CH:4][CH:3]=1.C1(C)C=CC(S(O)(=O)=O)=CC=1, predict the reaction product. The product is: [F:1][C:2]1[CH:3]=[CH:4][C:5]([NH:8][C:9]([C:11]2[N:12]=[C:13]3[CH:18]=[CH:17][C:16]([C:19]([CH3:21])=[CH2:20])=[CH:15][N:14]3[CH:23]=2)=[O:10])=[CH:6][CH:7]=1. (5) Given the reactants [Cl:1][C:2]1[N:7]=[C:6]([O:8][CH:9]2[CH2:14][CH2:13][CH2:12][N:11](C)[CH2:10]2)[N:5]=[C:4]([NH2:16])[CH:3]=1.CN1CCCC(O)C1, predict the reaction product. The product is: [Cl:1][C:2]1[N:7]=[C:6]([O:8][C@@H:9]2[CH2:14][CH2:13][N:11]([CH3:12])[CH2:10]2)[N:5]=[C:4]([NH2:16])[CH:3]=1. (6) The product is: [CH2:1]([O:8][C:9]([N:11]1[CH2:16][CH2:15][CH:14]([O:17][C:25]([NH:27][CH2:31][CH2:30][OH:38])=[O:26])[CH2:13][CH:12]1[C:18]1[CH:23]=[CH:22][CH:21]=[CH:20][C:19]=1[CH3:24])=[O:10])[C:2]1[CH:3]=[CH:4][CH:5]=[CH:6][CH:7]=1. Given the reactants [CH2:1]([O:8][C:9]([N:11]1[CH2:16][CH2:15][CH:14]([OH:17])[CH2:13][CH:12]1[C:18]1[CH:23]=[CH:22][CH:21]=[CH:20][C:19]=1[CH3:24])=[O:10])[C:2]1[CH:7]=[CH:6][CH:5]=[CH:4][CH:3]=1.[C:25](N1C=CN=C1)([N:27]1[CH:31]=[CH:30]N=C1)=[O:26].C(CN)[OH:38], predict the reaction product. (7) Given the reactants [CH3:1][O:2][C:3]([CH2:5][O:6][C:7]1[CH:8]=[C:9]([CH:12]=[CH:13][CH:14]=1)[CH:10]=O)=[O:4].[C:15]([C:18]1[C:19](=[O:26])[NH:20][C:21]([CH3:25])=[CH:22][C:23]=1[CH3:24])(=[O:17])[CH3:16].N1CCCCC1, predict the reaction product. The product is: [CH3:1][O:2][C:3]([CH2:5][O:6][C:7]1[CH:8]=[C:9]([CH:10]=[CH:16][C:15]([C:18]2[C:19](=[O:26])[NH:20][C:21]([CH3:25])=[CH:22][C:23]=2[CH3:24])=[O:17])[CH:12]=[CH:13][CH:14]=1)=[O:4]. (8) Given the reactants Br[C:2]1[CH:7]=[C:6]([CH3:8])[C:5]([CH3:9])=[CH:4][C:3]=1[N+:10]([O-:12])=[O:11].[NH2:13][CH2:14][CH:15]([NH:23][C:24](=[O:30])[O:25][C:26]([CH3:29])([CH3:28])[CH3:27])[CH2:16][C:17]1[CH:22]=[CH:21][CH:20]=[CH:19][CH:18]=1, predict the reaction product. The product is: [CH3:9][C:5]1[C:6]([CH3:8])=[CH:7][C:2]([NH:13][CH2:14][CH:15]([NH:23][C:24](=[O:30])[O:25][C:26]([CH3:28])([CH3:27])[CH3:29])[CH2:16][C:17]2[CH:22]=[CH:21][CH:20]=[CH:19][CH:18]=2)=[C:3]([N+:10]([O-:12])=[O:11])[CH:4]=1. (9) Given the reactants [NH2:1][C:2]1[C:3]([CH3:22])=[N:4][C:5]2[C:10]([N:11]=1)=[C:9]([C:12]1[NH:20][C:19]3[CH2:18][CH2:17][NH:16][C:15](=[O:21])[C:14]=3[CH:13]=1)[CH:8]=[CH:7][CH:6]=2.CCN(C(C)C)C(C)C.Cl.[NH2:33][C:34](N)=[NH:35].O, predict the reaction product. The product is: [CH3:22][C:3]1[C:2]([NH:1][C:34]([NH2:35])=[NH:33])=[N:11][C:10]2[C:5]([N:4]=1)=[CH:6][CH:7]=[CH:8][C:9]=2[C:12]1[NH:20][C:19]2[CH2:18][CH2:17][NH:16][C:15](=[O:21])[C:14]=2[CH:13]=1. (10) Given the reactants [CH2:1]([O:3][C:4]([C@@H:6]1[CH2:10][C@@H:9](OS(C)(=O)=O)[CH2:8][C@H:7]1[C:16](=[O:21])[NH:17][CH2:18][C:19]#[N:20])=[O:5])[CH3:2].[Cl:22][C:23]1[CH:28]=[CH:27][C:26]([SH:29])=[C:25]([CH3:30])[CH:24]=1, predict the reaction product. The product is: [CH2:1]([O:3][C:4]([C@@H:6]1[CH2:10][C@H:9]([S:29][C:26]2[CH:27]=[CH:28][C:23]([Cl:22])=[CH:24][C:25]=2[CH3:30])[CH2:8][C@H:7]1[C:16](=[O:21])[NH:17][CH2:18][C:19]#[N:20])=[O:5])[CH3:2].